This data is from Forward reaction prediction with 1.9M reactions from USPTO patents (1976-2016). The task is: Predict the product of the given reaction. (1) Given the reactants C(C(C(C([O-])=O)O)O)([O-])=O.[CH3:11][N:12]1[CH2:17][CH2:16][N:15]([C:18]([O:20][CH:21]2[N:30]([C:31]3[CH:32]=[CH:33][C:34]([Cl:37])=[CH:35][N:36]=3)[C:28](=[O:29])[C:23]3[N:24]=[CH:25][CH:26]=[N:27][C:22]2=3)=[O:19])[CH2:14][CH2:13]1, predict the reaction product. The product is: [CH3:11][N:12]1[CH2:17][CH2:16][N:15]([C:18]([O:20][C@@H:21]2[N:30]([C:31]3[CH:32]=[CH:33][C:34]([Cl:37])=[CH:35][N:36]=3)[C:28](=[O:29])[C:23]3[N:24]=[CH:25][CH:26]=[N:27][C:22]2=3)=[O:19])[CH2:14][CH2:13]1. (2) Given the reactants [Cl:1][C:2]1[C:7]([N+:8]([O-])=O)=[CH:6][C:5]([N+:11]([O-])=O)=[CH:4][N:3]=1.CCOC(C)=O, predict the reaction product. The product is: [ClH:1].[N:3]1[CH:4]=[C:5]([NH2:11])[CH:6]=[C:7]([NH2:8])[CH:2]=1. (3) Given the reactants [Cl:1][S:2]([OH:5])(=O)=[O:3].[N+:6]([C:9]1[CH:14]=[CH:13][CH:12]=[CH:11][CH:10]=1)([O-:8])=[O:7], predict the reaction product. The product is: [N+:6]([C:9]1[CH:10]=[C:11]([S:2]([Cl:1])(=[O:5])=[O:3])[CH:12]=[CH:13][CH:14]=1)([O-:8])=[O:7]. (4) Given the reactants C(OC(=O)[NH:7][CH:8]([CH3:18])[CH2:9][C:10]1[CH:15]=[CH:14][CH:13]=[C:12]([C:16]#[N:17])[CH:11]=1)(C)(C)C, predict the reaction product. The product is: [NH2:7][CH:8]([CH3:18])[CH2:9][C:10]1[CH:11]=[C:12]([CH:13]=[CH:14][CH:15]=1)[C:16]#[N:17]. (5) Given the reactants [C:1]([C:3]1[CH:8]=[CH:7][C:6]([O:9][C:10]2[CH:17]=[CH:16][C:15]([F:18])=[CH:14][C:11]=2[CH:12]=O)=[CH:5][CH:4]=1)#[N:2].[Li+].C[Si]([N-:24][Si](C)(C)C)(C)C.[C:29](Cl)(=[O:31])[CH3:30].Cl[Si:34]([CH3:37])([CH3:36])[CH3:35], predict the reaction product. The product is: [C:1]([C:3]1[CH:8]=[CH:7][C:6]([O:9][C:10]2[CH:17]=[CH:16][C:15]([F:18])=[CH:14][C:11]=2[CH:12]=[N:24][C:29]([O:31][Si:34]([CH3:37])([CH3:36])[CH3:35])=[CH2:30])=[CH:5][CH:4]=1)#[N:2]. (6) Given the reactants Br[C:2]1[N:7]=[C:6]([C:8]([NH:10][CH:11]2[CH2:16][CH2:15][CH2:14][CH2:13][CH2:12]2)=[O:9])[CH:5]=[CH:4][CH:3]=1.[NH:17]1[CH2:22][CH2:21][CH2:20][CH2:19][CH2:18]1.CC(C)([O-])C.[Na+], predict the reaction product. The product is: [CH:11]1([NH:10][C:8](=[O:9])[C:6]2[CH:5]=[CH:4][CH:3]=[C:2]([N:17]3[CH2:22][CH2:21][CH2:20][CH2:19][CH2:18]3)[N:7]=2)[CH2:16][CH2:15][CH2:14][CH2:13][CH2:12]1. (7) The product is: [CH3:7][CH:6]([CH3:8])[CH2:5][C@H:4]([C:9]1[CH:10]=[C:11]([C:29]2[CH:34]=[CH:33][C:32]([C:35]([F:37])([F:36])[F:38])=[CH:31][CH:30]=2)[CH:12]=[C:13]([N:15]2[CH2:20][CH2:19][CH2:18][CH2:17][CH:16]2[CH2:21][CH2:22][C:23]2[CH:24]=[CH:25][CH:26]=[CH:27][CH:28]=2)[CH:14]=1)[C:3]([OH:39])=[O:2]. Given the reactants C[O:2][C:3](=[O:39])[C@@H:4]([C:9]1[CH:10]=[C:11]([C:29]2[CH:34]=[CH:33][C:32]([C:35]([F:38])([F:37])[F:36])=[CH:31][CH:30]=2)[CH:12]=[C:13]([N:15]2[CH2:20][CH2:19][CH2:18][CH2:17][CH:16]2[CH2:21][CH2:22][C:23]2[CH:28]=[CH:27][CH:26]=[CH:25][CH:24]=2)[CH:14]=1)[CH2:5][CH:6]([CH3:8])[CH3:7].[OH-].[Na+], predict the reaction product.